Dataset: NCI-60 drug combinations with 297,098 pairs across 59 cell lines. Task: Regression. Given two drug SMILES strings and cell line genomic features, predict the synergy score measuring deviation from expected non-interaction effect. (1) Drug 1: CC1CCC2CC(C(=CC=CC=CC(CC(C(=O)C(C(C(=CC(C(=O)CC(OC(=O)C3CCCCN3C(=O)C(=O)C1(O2)O)C(C)CC4CCC(C(C4)OC)OCCO)C)C)O)OC)C)C)C)OC. Drug 2: COC1=C2C(=CC3=C1OC=C3)C=CC(=O)O2. Cell line: SNB-75. Synergy scores: CSS=3.40, Synergy_ZIP=6.02, Synergy_Bliss=3.67, Synergy_Loewe=-1.12, Synergy_HSA=1.97. (2) Drug 1: CC1CCC2CC(C(=CC=CC=CC(CC(C(=O)C(C(C(=CC(C(=O)CC(OC(=O)C3CCCCN3C(=O)C(=O)C1(O2)O)C(C)CC4CCC(C(C4)OC)OCCO)C)C)O)OC)C)C)C)OC. Drug 2: CS(=O)(=O)OCCCCOS(=O)(=O)C. Cell line: U251. Synergy scores: CSS=21.3, Synergy_ZIP=-6.69, Synergy_Bliss=-6.19, Synergy_Loewe=-3.48, Synergy_HSA=-2.70. (3) Synergy scores: CSS=34.8, Synergy_ZIP=-10.9, Synergy_Bliss=-2.77, Synergy_Loewe=-1.93, Synergy_HSA=0.595. Drug 1: C1=CN(C(=O)N=C1N)C2C(C(C(O2)CO)O)O.Cl. Drug 2: C1CC(C1)(C(=O)O)C(=O)O.[NH2-].[NH2-].[Pt+2]. Cell line: 786-0. (4) Drug 1: CC(CN1CC(=O)NC(=O)C1)N2CC(=O)NC(=O)C2. Drug 2: CC(C1=C(C=CC(=C1Cl)F)Cl)OC2=C(N=CC(=C2)C3=CN(N=C3)C4CCNCC4)N. Cell line: BT-549. Synergy scores: CSS=4.46, Synergy_ZIP=-1.72, Synergy_Bliss=1.68, Synergy_Loewe=-2.24, Synergy_HSA=-2.29. (5) Drug 1: C1=CC(=CC=C1CCC2=CNC3=C2C(=O)NC(=N3)N)C(=O)NC(CCC(=O)O)C(=O)O. Drug 2: CC1=CC=C(C=C1)C2=CC(=NN2C3=CC=C(C=C3)S(=O)(=O)N)C(F)(F)F. Cell line: SR. Synergy scores: CSS=32.7, Synergy_ZIP=-7.08, Synergy_Bliss=-14.6, Synergy_Loewe=-42.6, Synergy_HSA=-12.9. (6) Drug 1: CC12CCC3C(C1CCC2=O)CC(=C)C4=CC(=O)C=CC34C. Drug 2: CC(C1=C(C=CC(=C1Cl)F)Cl)OC2=C(N=CC(=C2)C3=CN(N=C3)C4CCNCC4)N. Cell line: SNB-19. Synergy scores: CSS=46.1, Synergy_ZIP=-1.50, Synergy_Bliss=-2.68, Synergy_Loewe=-4.64, Synergy_HSA=-2.06. (7) Drug 1: CCC1(CC2CC(C3=C(CCN(C2)C1)C4=CC=CC=C4N3)(C5=C(C=C6C(=C5)C78CCN9C7C(C=CC9)(C(C(C8N6C=O)(C(=O)OC)O)OC(=O)C)CC)OC)C(=O)OC)O.OS(=O)(=O)O. Drug 2: CS(=O)(=O)CCNCC1=CC=C(O1)C2=CC3=C(C=C2)N=CN=C3NC4=CC(=C(C=C4)OCC5=CC(=CC=C5)F)Cl. Cell line: HCT116. Synergy scores: CSS=35.1, Synergy_ZIP=15.9, Synergy_Bliss=20.3, Synergy_Loewe=12.0, Synergy_HSA=12.8.